This data is from Forward reaction prediction with 1.9M reactions from USPTO patents (1976-2016). The task is: Predict the product of the given reaction. (1) Given the reactants C1(P(C2C=CC=CC=2)C2C3OC4C(=CC=CC=4P(C4C=CC=CC=4)C4C=CC=CC=4)C(C)(C)C=3C=CC=2)C=CC=CC=1.[NH2:43][C:44]1[CH:52]=[C:51]2[C:47]([C:48]([CH3:62])([CH3:61])[C:49](=[O:60])[N:50]2[C:53]([O:55][C:56]([CH3:59])([CH3:58])[CH3:57])=[O:54])=[CH:46][CH:45]=1.Br[C:64]1[N:80]=[C:67]2[CH:68]=[CH:69][CH:70]=[C:71]([C:72]([CH:74]3[CH2:79][CH2:78][O:77][CH2:76][CH2:75]3)=[O:73])[N:66]2[N:65]=1.C(=O)([O-])[O-].[K+].[K+], predict the reaction product. The product is: [CH3:61][C:48]1([CH3:62])[C:47]2[C:51](=[CH:52][C:44]([NH:43][C:64]3[N:80]=[C:67]4[CH:68]=[CH:69][CH:70]=[C:71]([C:72]([CH:74]5[CH2:79][CH2:78][O:77][CH2:76][CH2:75]5)=[O:73])[N:66]4[N:65]=3)=[CH:45][CH:46]=2)[N:50]([C:53]([O:55][C:56]([CH3:57])([CH3:59])[CH3:58])=[O:54])[C:49]1=[O:60]. (2) Given the reactants Cl.[CH3:2][C:3]1[CH:4]=[C:5]([NH:10][NH2:11])[CH:6]=[CH:7][C:8]=1[CH3:9].[C:12](=[O:15])([O-])[O-].[K+].[K+].Cl.[CH2:19](O)[CH3:20], predict the reaction product. The product is: [CH3:2][C:3]1[CH:4]=[C:5]([N:10]2[CH:20]=[CH:19][C:12](=[O:15])[NH:11]2)[CH:6]=[CH:7][C:8]=1[CH3:9]. (3) Given the reactants [F:1][C:2]1[CH:3]=[C:4]([NH:31][C:32]([C:34]2([C:37]([NH:39][C:40]3[CH:45]=[CH:44][C:43]([F:46])=[CH:42][CH:41]=3)=[O:38])[CH2:36][CH2:35]2)=[O:33])[CH:5]=[CH:6][C:7]=1[O:8][C:9]1[C:18]2[C:13](=[CH:14][C:15]([O:21][CH2:22][CH2:23][CH2:24][N:25]3[CH2:30][CH2:29][O:28][CH2:27][CH2:26]3)=[C:16]([O:19][CH3:20])[CH:17]=2)[N:12]=[CH:11][CH:10]=1.[P:47](=[O:51])([OH:50])([OH:49])[OH:48], predict the reaction product. The product is: [P:47]([OH:51])([OH:50])([OH:49])=[O:48].[P:47]([OH:51])([OH:50])([OH:49])=[O:48].[F:1][C:2]1[CH:3]=[C:4]([NH:31][C:32]([C:34]2([C:37]([NH:39][C:40]3[CH:41]=[CH:42][C:43]([F:46])=[CH:44][CH:45]=3)=[O:38])[CH2:36][CH2:35]2)=[O:33])[CH:5]=[CH:6][C:7]=1[O:8][C:9]1[C:18]2[C:13](=[CH:14][C:15]([O:21][CH2:22][CH2:23][CH2:24][N:25]3[CH2:30][CH2:29][O:28][CH2:27][CH2:26]3)=[C:16]([O:19][CH3:20])[CH:17]=2)[N:12]=[CH:11][CH:10]=1. (4) Given the reactants [OH:1][CH2:2][CH2:3][O:4][CH2:5][CH2:6][O:7][CH2:8][C:9]([CH3:18])([CH3:17])[C:10]([O:12][C:13]([CH3:16])([CH3:15])[CH3:14])=[O:11].CC1NN=NN=1.C(N(CC)[P:28]([O:37][CH2:38][C:39]1[CH:44]=[CH:43][CH:42]=[CH:41][CH:40]=1)[O:29][CH2:30][C:31]1[CH:36]=[CH:35][CH:34]=[CH:33][CH:32]=1)C.C1C=C(Cl)C=C(C(OO)=[O:55])C=1, predict the reaction product. The product is: [CH2:38]([O:37][P:28]([O:1][CH2:2][CH2:3][O:4][CH2:5][CH2:6][O:7][CH2:8][C:9]([CH3:18])([CH3:17])[C:10]([O:12][C:13]([CH3:16])([CH3:15])[CH3:14])=[O:11])([O:29][CH2:30][C:31]1[CH:32]=[CH:33][CH:34]=[CH:35][CH:36]=1)=[O:55])[C:39]1[CH:40]=[CH:41][CH:42]=[CH:43][CH:44]=1. (5) Given the reactants [Cl-].[Cl:2][CH2:3][CH2:4][NH2+:5][CH2:6][CH2:7][Cl:8].C(N(CC)CC)C.[C:16](O[C:16]([O:18][C:19]([CH3:22])([CH3:21])[CH3:20])=[O:17])([O:18][C:19]([CH3:22])([CH3:21])[CH3:20])=[O:17], predict the reaction product. The product is: [Cl:2][CH2:3][CH2:4][N:5]([CH2:6][CH2:7][Cl:8])[C:16](=[O:17])[O:18][C:19]([CH3:22])([CH3:21])[CH3:20]. (6) The product is: [Cl:1][C:2]1[C:10]([F:11])=[CH:9][CH:8]=[C:7]([F:12])[C:3]=1[C:4]([N:19]=[N+:20]=[N-:21])=[O:5]. Given the reactants [Cl:1][C:2]1[C:10]([F:11])=[CH:9][CH:8]=[C:7]([F:12])[C:3]=1[C:4](O)=[O:5].P(Cl)(Cl)(Cl)(Cl)Cl.[N-:19]=[N+:20]=[N-:21].[Na+], predict the reaction product. (7) Given the reactants [Li+].CC([N-]C(C)C)C.[F:9][C:10]1[CH:15]=[C:14]([I:16])[CH:13]=[CH:12][C:11]=1[NH2:17].Cl[C:19]1[C:27]([C:28]([OH:30])=[O:29])=[C:26]2[N:22]([CH2:23][CH2:24][CH2:25]2)[C:21](=[O:31])[C:20]=1[CH3:32].CO, predict the reaction product. The product is: [F:9][C:10]1[CH:15]=[C:14]([I:16])[CH:13]=[CH:12][C:11]=1[NH:17][C:19]1[C:27]([C:28]([OH:30])=[O:29])=[C:26]2[N:22]([CH2:23][CH2:24][CH2:25]2)[C:21](=[O:31])[C:20]=1[CH3:32]. (8) Given the reactants [CH3:1][O:2][C:3]([SiH3:8])(OC)OC.C(O[CH2:12][CH3:13])C.[CH2:14]([Si:17]([CH2:26][CH:27]=[CH2:28])([CH2:23][CH:24]=[CH2:25])[CH2:18][CH2:19][CH2:20][Mg]Br)[CH:15]=[CH2:16].Cl, predict the reaction product. The product is: [CH2:14]([Si:17]([CH2:26][CH:12]=[CH2:13])([CH2:18][CH:19]=[CH2:20])[CH2:23][CH2:24][CH2:25][SiH:8]([CH2:20][CH2:19][CH2:18][Si:17]([CH2:26][CH:27]=[CH2:28])([CH2:14][CH:15]=[CH2:16])[CH2:23][CH:24]=[CH2:25])[CH2:3][O:2][CH3:1])[CH:15]=[CH2:16]. (9) Given the reactants C([O:4][C:5]1[CH:10]=[CH:9][C:8]([Br:11])=[CH:7][C:6]=1[N+:12]([O-:14])=[O:13])C=C.[C:15]1(C)[C:16](C)=CC=C[CH:20]=1, predict the reaction product. The product is: [CH2:16]([C:10]1[CH:9]=[C:8]([Br:11])[CH:7]=[C:6]([N+:12]([O-:14])=[O:13])[C:5]=1[OH:4])[CH:15]=[CH2:20].